From a dataset of Peptide-MHC class I binding affinity with 185,985 pairs from IEDB/IMGT. Regression. Given a peptide amino acid sequence and an MHC pseudo amino acid sequence, predict their binding affinity value. This is MHC class I binding data. (1) The peptide sequence is RLIVFPDLGV. The MHC is HLA-A02:06 with pseudo-sequence HLA-A02:06. The binding affinity (normalized) is 0.521. (2) The peptide sequence is TLNVLAWLY. The MHC is HLA-A68:01 with pseudo-sequence HLA-A68:01. The binding affinity (normalized) is 0.123. (3) The peptide sequence is STMPLVMAW. The MHC is HLA-A32:15 with pseudo-sequence HLA-A32:15. The binding affinity (normalized) is 0.710. (4) The peptide sequence is VVRRAFPHCL. The MHC is Patr-B0101 with pseudo-sequence Patr-B0101. The binding affinity (normalized) is 0. (5) The peptide sequence is VLPHLCLDY. The MHC is HLA-A03:01 with pseudo-sequence HLA-A03:01. The binding affinity (normalized) is 0.573. (6) The peptide sequence is SSFEQMRL. The MHC is H-2-Kb with pseudo-sequence H-2-Kb. The binding affinity (normalized) is 0.672. (7) The peptide sequence is AVVCYNSNY. The MHC is HLA-A11:01 with pseudo-sequence HLA-A11:01. The binding affinity (normalized) is 0.395. (8) The peptide sequence is KRWGFRSGV. The MHC is HLA-B46:01 with pseudo-sequence HLA-B46:01. The binding affinity (normalized) is 0.0847. (9) The peptide sequence is HAEIESATL. The MHC is HLA-B07:02 with pseudo-sequence HLA-B07:02. The binding affinity (normalized) is 0.0847.